This data is from Forward reaction prediction with 1.9M reactions from USPTO patents (1976-2016). The task is: Predict the product of the given reaction. (1) Given the reactants [Si:1]([O:18][C@@H:19]1[CH2:23][N:22]([C:24]([O:26][C:27]([CH3:30])([CH3:29])[CH3:28])=[O:25])[C@H:21]([CH2:31][OH:32])[CH2:20]1)([C:14]([CH3:17])([CH3:16])[CH3:15])([C:8]1[CH:13]=[CH:12][CH:11]=[CH:10][CH:9]=1)[C:2]1[CH:7]=[CH:6][CH:5]=[CH:4][CH:3]=1.[H-].[Na+].C(COBr)C.[O:40]1[CH2:44]C[CH2:42][CH2:41]1, predict the reaction product. The product is: [Si:1]([O:18][C@@H:19]1[CH2:23][N:22]([C:24]([O:26][C:27]([CH3:30])([CH3:29])[CH3:28])=[O:25])[C@H:21]([CH2:31][O:32][CH2:42][CH2:41][O:40][CH3:44])[CH2:20]1)([C:14]([CH3:16])([CH3:17])[CH3:15])([C:8]1[CH:9]=[CH:10][CH:11]=[CH:12][CH:13]=1)[C:2]1[CH:3]=[CH:4][CH:5]=[CH:6][CH:7]=1. (2) Given the reactants [C:1]([O:5][C:6]([N:8]1[CH2:13][CH2:12][N:11]([C:14]2[CH:15]=[N:16][C:17]([NH:20][CH:21]=O)=[CH:18][CH:19]=2)[CH2:10][CH2:9]1)=[O:7])([CH3:4])([CH3:3])[CH3:2].[Li+].C[Si]([N-][Si](C)(C)C)(C)C.[CH:33]1([NH:38][C:39]2[N:44]=[C:43]([S:45]([CH3:47])=O)[N:42]=C(SC)[N:40]=2)[CH2:37][CH2:36][CH2:35][CH2:34]1, predict the reaction product. The product is: [C:1]([O:5][C:6]([N:8]1[CH2:13][CH2:12][N:11]([C:14]2[CH:15]=[N:16][C:17]([NH:20][C:21]3[N:40]=[C:39]([NH:38][CH:33]4[CH2:34][CH2:35][CH2:36][CH2:37]4)[N:44]=[C:43]([S:45][CH3:47])[N:42]=3)=[CH:18][CH:19]=2)[CH2:10][CH2:9]1)=[O:7])([CH3:4])([CH3:3])[CH3:2]. (3) The product is: [CH3:17][C:18]([CH3:22])=[CH:19][CH2:20][N:1]1[C:5]2[CH:6]=[CH:7][CH:8]=[CH:9][C:4]=2[NH:3][C:2]1=[O:10]. Given the reactants [NH:1]1[C:5]2[CH:6]=[CH:7][CH:8]=[CH:9][C:4]=2[NH:3][C:2]1=[O:10].C(=O)([O-])[O-].[Cs+].[Cs+].[CH3:17][C:18]([CH3:22])=[CH:19][CH2:20]Br.O, predict the reaction product. (4) Given the reactants [CH3:1][O:2][C:3]1[CH:4]=[CH:5][C:6]2[O:10][C:9]([C:11](=[O:16])[C:12]([CH3:15])([CH3:14])[CH3:13])=[C:8]([CH3:17])[C:7]=2[CH:18]=1.[Li+].CC([N-]C(C)C)C.C(C1C=CC=CC=1)C.[CH3:35][C:36]([CH3:41])([CH2:39][CH3:40])[CH:37]=[O:38], predict the reaction product. The product is: [OH:38][CH:37]([C:36]([CH3:41])([CH3:35])[CH2:39][CH3:40])[CH2:17][C:8]1[C:7]2[CH:18]=[C:3]([O:2][CH3:1])[CH:4]=[CH:5][C:6]=2[O:10][C:9]=1[C:11](=[O:16])[C:12]([CH3:13])([CH3:14])[CH3:15]. (5) Given the reactants [CH:1]1([C:4]2[CH:5]=[N:6][C:7]([NH:13][C:14]3[CH:15]=[C:16]4[C:20](=[C:21](/[CH:23]=[CH:24]/[C:25]([CH3:28])([CH3:27])[CH3:26])[CH:22]=3)[N:19]([CH3:29])[CH:18]=[CH:17]4)=[C:8]([CH:12]=2)[C:9]([OH:11])=[O:10])[CH2:3][CH2:2]1, predict the reaction product. The product is: [CH:1]1([C:4]2[CH:5]=[N:6][C:7]([NH:13][C:14]3[CH:15]=[C:16]4[C:20](=[C:21]([CH2:23][CH2:24][C:25]([CH3:27])([CH3:26])[CH3:28])[CH:22]=3)[N:19]([CH3:29])[CH:18]=[CH:17]4)=[C:8]([CH:12]=2)[C:9]([OH:11])=[O:10])[CH2:2][CH2:3]1. (6) Given the reactants [F:1][C:2]1[CH:26]=[CH:25][C:5]([CH2:6][N:7]2[CH2:16][CH2:15][C:14]3[C:13]([NH:17][S:18]([CH3:21])(=[O:20])=[O:19])=[N:12][CH:11]=[C:10]([O:22][CH3:23])[C:9]=3[C:8]2=[O:24])=[CH:4][CH:3]=1.[C:27]([O-])([O-])=O.[Cs+].[Cs+].CI, predict the reaction product. The product is: [F:1][C:2]1[CH:3]=[CH:4][C:5]([CH2:6][N:7]2[CH2:16][CH2:15][C:14]3[C:13]([N:17]([CH3:27])[S:18]([CH3:21])(=[O:20])=[O:19])=[N:12][CH:11]=[C:10]([O:22][CH3:23])[C:9]=3[C:8]2=[O:24])=[CH:25][CH:26]=1. (7) Given the reactants Cl[C:2]1[CH:3]=[C:4]([NH:10][C:11]2[CH:16]=[CH:15][C:14]([CH:17]3[CH2:22][CH2:21][N:20]([CH3:23])[CH2:19][CH2:18]3)=[CH:13][N:12]=2)[C:5](=[O:9])[N:6]([CH3:8])[N:7]=1.[C:24]([O:27][CH2:28][C:29]1[C:34]([N:35]2[N:44]=[CH:43][C:42]3[C:37](=[C:38]([F:49])[CH:39]=[C:40]([C:45]([CH3:48])([CH3:47])[CH3:46])[CH:41]=3)[C:36]2=[O:50])=[CH:33][CH:32]=[CH:31][C:30]=1[B-](F)(F)F)(=[O:26])[CH3:25].[K+].CC(C1C=C(C(C)C)C(C2C=CC=CC=2P(C2CCCCC2)C2CCCCC2)=C(C(C)C)C=1)C.P([O-])([O-])([O-])=O.[K+].[K+].[K+], predict the reaction product. The product is: [C:24]([O:27][CH2:28][C:29]1[C:30]([C:2]2[CH:3]=[C:4]([NH:10][C:11]3[CH:16]=[CH:15][C:14]([CH:17]4[CH2:22][CH2:21][N:20]([CH3:23])[CH2:19][CH2:18]4)=[CH:13][N:12]=3)[C:5](=[O:9])[N:6]([CH3:8])[N:7]=2)=[CH:31][CH:32]=[CH:33][C:34]=1[N:35]1[N:44]=[CH:43][C:42]2[C:37](=[C:38]([F:49])[CH:39]=[C:40]([C:45]([CH3:47])([CH3:46])[CH3:48])[CH:41]=2)[C:36]1=[O:50])(=[O:26])[CH3:25]. (8) Given the reactants [N:1]1[CH:6]=[CH:5][CH:4]=[CH:3][C:2]=1[S:7]([NH2:10])(=[O:9])=[O:8].[C:11](=O)([O:37]C1C=CC=CC=1)[O:12][CH2:13][CH2:14][C:15]1[CH:20]=[CH:19][C:18]([N:21]2[C:25]3[CH:26]=[C:27]([Cl:34])[C:28]([C:30]([F:33])([F:32])[F:31])=[CH:29][C:24]=3[N:23]=[C:22]2[CH2:35][CH3:36])=[CH:17][CH:16]=1, predict the reaction product. The product is: [N:1]1[CH:6]=[CH:5][CH:4]=[CH:3][C:2]=1[S:7]([NH:10][C:11](=[O:37])[O:12][CH2:13][CH2:14][C:15]1[CH:16]=[CH:17][C:18]([N:21]2[C:25]3[CH:26]=[C:27]([Cl:34])[C:28]([C:30]([F:31])([F:33])[F:32])=[CH:29][C:24]=3[N:23]=[C:22]2[CH2:35][CH3:36])=[CH:19][CH:20]=1)(=[O:9])=[O:8].